The task is: Predict the reactants needed to synthesize the given product.. This data is from Full USPTO retrosynthesis dataset with 1.9M reactions from patents (1976-2016). (1) Given the product [O:1]1[C:5]2([CH2:10][CH2:9][CH2:8][CH2:7][CH2:6]2)[NH:4][CH2:3][CH2:2]1, predict the reactants needed to synthesize it. The reactants are: [OH:1][CH2:2][CH2:3][NH2:4].[C:5]1(=O)[CH2:10][CH2:9][CH2:8][CH2:7][CH2:6]1. (2) The reactants are: [CH:1]1([C:4]([N:6]2[CH2:10][CH2:9][C@@H:8]([CH2:11][C:12]3[O:13][C:14](=[O:22])[CH:15]4[CH:20]=[N:19][N:18]([CH3:21])[CH:16]4[N:17]=3)[CH2:7]2)=[O:5])[CH2:3][CH2:2]1.[Br:23][C:24]1[CH:30]=[CH:29][C:27]([NH2:28])=[CH:26][CH:25]=1.[Li+].CC([N-]C(C)C)C.C(NC(C)C)(C)C.[Li]CCCC.NC1C=CC=CC=1. Given the product [Br:23][C:24]1[CH:30]=[CH:29][C:27]([NH:28][C:14]([C:15]2[CH:20]=[N:19][N:18]([CH3:21])[C:16]=2[NH:17][C:12](=[O:13])[CH2:11][C@@H:8]2[CH2:9][CH2:10][N:6]([C:4]([CH:1]3[CH2:3][CH2:2]3)=[O:5])[CH2:7]2)=[O:22])=[CH:26][CH:25]=1, predict the reactants needed to synthesize it.